Regression. Given a peptide amino acid sequence and an MHC pseudo amino acid sequence, predict their binding affinity value. This is MHC class II binding data. From a dataset of Peptide-MHC class II binding affinity with 134,281 pairs from IEDB. (1) The peptide sequence is EKKYPAATQFEPLAA. The MHC is HLA-DQA10501-DQB10201 with pseudo-sequence HLA-DQA10501-DQB10201. The binding affinity (normalized) is 0.261. (2) The peptide sequence is TLMGRYTHYKSRNLN. The MHC is DRB1_1302 with pseudo-sequence DRB1_1302. The binding affinity (normalized) is 0.139. (3) The peptide sequence is TAGEIHAVPFGLVSM. The MHC is DRB3_0101 with pseudo-sequence DRB3_0101. The binding affinity (normalized) is 0.252. (4) The peptide sequence is WLGARYLEFEALGFLKK. The MHC is DRB5_0101 with pseudo-sequence DRB5_0101. The binding affinity (normalized) is 0.936. (5) The peptide sequence is IRYPLTFGWCFKLVPVDPREVEEA. The MHC is DRB1_1302 with pseudo-sequence DRB1_1302. The binding affinity (normalized) is 0.227.